From a dataset of Forward reaction prediction with 1.9M reactions from USPTO patents (1976-2016). Predict the product of the given reaction. Given the reactants [CH:1]1([C:7]2[CH:11]=[C:10]([C:12]3[CH:17]=[CH:16][C:15]([O:18][C:19]([F:22])([F:21])[F:20])=[CH:14][CH:13]=3)[N:9]([CH2:23][C:24]3[CH:32]=[CH:31][C:27]([C:28]([OH:30])=O)=[CH:26][CH:25]=3)[N:8]=2)[CH2:6][CH2:5][CH2:4][CH2:3][CH2:2]1.C(Cl)CCl.C1C=CC2N(O)N=NC=2C=1.O.[NH2:48][C:49]1[NH:53][N:52]=[N:51][N:50]=1, predict the reaction product. The product is: [CH:1]1([C:7]2[CH:11]=[C:10]([C:12]3[CH:13]=[CH:14][C:15]([O:18][C:19]([F:21])([F:20])[F:22])=[CH:16][CH:17]=3)[N:9]([CH2:23][C:24]3[CH:25]=[CH:26][C:27]([C:28]([NH:48][C:49]4[NH:53][N:52]=[N:51][N:50]=4)=[O:30])=[CH:31][CH:32]=3)[N:8]=2)[CH2:2][CH2:3][CH2:4][CH2:5][CH2:6]1.